From a dataset of Forward reaction prediction with 1.9M reactions from USPTO patents (1976-2016). Predict the product of the given reaction. Given the reactants ClC(Cl)(O[C:5](=[O:11])OC(Cl)(Cl)Cl)Cl.[NH2:13][C:14]1[CH:19]=[CH:18][C:17]([C:20]2[N:21]=[C:22]([N:39]3[CH2:44][CH2:43][O:42][CH2:41][CH2:40]3)[C:23]3[N:28]=[N:27][N:26]([C:29]4[CH:30]=[C:31]([CH:36]=[CH:37][CH:38]=4)[C:32]([O:34][CH3:35])=[O:33])[C:24]=3[N:25]=2)=[CH:16][CH:15]=1.CCN(CC)CC.[NH2:52][C:53]1[CH:66]=[CH:65][C:56]([C:57]([NH:59][CH2:60][CH2:61][N:62]([CH3:64])[CH3:63])=[O:58])=[CH:55][CH:54]=1, predict the reaction product. The product is: [CH3:63][N:62]([CH3:64])[CH2:61][CH2:60][NH:59][C:57]([C:56]1[CH:55]=[CH:54][C:53]([NH:52][C:5]([NH:13][C:14]2[CH:15]=[CH:16][C:17]([C:20]3[N:21]=[C:22]([N:39]4[CH2:40][CH2:41][O:42][CH2:43][CH2:44]4)[C:23]4[N:28]=[N:27][N:26]([C:29]5[CH:30]=[C:31]([CH:36]=[CH:37][CH:38]=5)[C:32]([O:34][CH3:35])=[O:33])[C:24]=4[N:25]=3)=[CH:18][CH:19]=2)=[O:11])=[CH:66][CH:65]=1)=[O:58].